This data is from Forward reaction prediction with 1.9M reactions from USPTO patents (1976-2016). The task is: Predict the product of the given reaction. (1) Given the reactants Cl.[NH2:2][CH2:3][CH2:4][NH:5][C:6]([C:8]1[C:9]([C:19]([F:22])([F:21])[F:20])=[N:10][N:11]([C:13]2[CH:18]=[CH:17][CH:16]=[CH:15][CH:14]=2)[CH:12]=1)=[O:7].[C:23]([O:27][C:28]([N:30]1[CH2:35][CH2:34][CH2:33][CH:32]([C:36](O)=[O:37])[CH2:31]1)=[O:29])([CH3:26])([CH3:25])[CH3:24].CCN=C=NCCCN(C)C.Cl.C1C=CC2N(O)N=NC=2C=1.O.C(N(CC)CC)C, predict the reaction product. The product is: [C:13]1([N:11]2[CH:12]=[C:8]([C:6]([NH:5][CH2:4][CH2:3][NH:2][C:36]([CH:32]3[CH2:33][CH2:34][CH2:35][N:30]([C:28]([O:27][C:23]([CH3:26])([CH3:25])[CH3:24])=[O:29])[CH2:31]3)=[O:37])=[O:7])[C:9]([C:19]([F:21])([F:22])[F:20])=[N:10]2)[CH:18]=[CH:17][CH:16]=[CH:15][CH:14]=1. (2) Given the reactants [NH2:1][C:2]([C@:4]1([CH3:23])[CH2:8][CH2:7][C@H:6]([C:9]2[CH:14]=[CH:13][C:12]([OH:15])=[CH:11][CH:10]=2)[N:5]1[C:16]([O:18][C:19]([CH3:22])([CH3:21])[CH3:20])=[O:17])=[O:3].C(=O)([O-])[O-].[K+].[K+].Br[CH2:31][C:32]1[CH:37]=[CH:36][CH:35]=[CH:34][C:33]=1[F:38].C(OCC)(=O)C, predict the reaction product. The product is: [NH2:1][C:2]([C@:4]1([CH3:23])[CH2:8][CH2:7][C@H:6]([C:9]2[CH:14]=[CH:13][C:12]([O:15][CH2:31][C:32]3[CH:37]=[CH:36][CH:35]=[CH:34][C:33]=3[F:38])=[CH:11][CH:10]=2)[N:5]1[C:16]([O:18][C:19]([CH3:22])([CH3:21])[CH3:20])=[O:17])=[O:3]. (3) Given the reactants [OH:1][C:2]1[CH:7]=[CH:6][N:5]([CH2:8][CH2:9][C:10]2[CH:26]=[CH:25][C:13]3[CH2:14][CH2:15][N:16]([C:19](=[O:24])[C:20]([F:23])([F:22])[F:21])[CH2:17][CH2:18][C:12]=3[CH:11]=2)[C:4](=[O:27])[CH:3]=1.[F:28][C:29]1[CH:30]=[CH:31][C:32]([CH2:35]O)=[N:33][CH:34]=1, predict the reaction product. The product is: [F:28][C:29]1[CH:30]=[CH:31][C:32]([CH2:35][O:1][C:2]2[CH:7]=[CH:6][N:5]([CH2:8][CH2:9][C:10]3[CH:26]=[CH:25][C:13]4[CH2:14][CH2:15][N:16]([C:19](=[O:24])[C:20]([F:21])([F:22])[F:23])[CH2:17][CH2:18][C:12]=4[CH:11]=3)[C:4](=[O:27])[CH:3]=2)=[N:33][CH:34]=1. (4) Given the reactants [F:1][C:2]1[C:3]([CH3:12])=[C:4]([CH:8]=[CH:9][C:10]=1[F:11])[C:5]([OH:7])=O.CN(C(ON1N=NC2C=CC=NC1=2)=[N+](C)C)C.F[P-](F)(F)(F)(F)F.CCN(C(C)C)C(C)C.[S:46]1[C:50]([C:51]2[N:55]3[CH2:56][CH2:57][NH:58][CH2:59][C:54]3=[N:53][N:52]=2)=[N:49][CH:48]=[N:47]1, predict the reaction product. The product is: [F:1][C:2]1[C:3]([CH3:12])=[C:4]([C:5]([N:58]2[CH2:57][CH2:56][N:55]3[C:51]([C:50]4[S:46][N:47]=[CH:48][N:49]=4)=[N:52][N:53]=[C:54]3[CH2:59]2)=[O:7])[CH:8]=[CH:9][C:10]=1[F:11].